From a dataset of Full USPTO retrosynthesis dataset with 1.9M reactions from patents (1976-2016). Predict the reactants needed to synthesize the given product. Given the product [CH2:13]([O:14][C:2]1[N:7]=[CH:6][C:5]([CH2:8][C:9]([OH:11])=[O:10])=[CH:4][CH:3]=1)[CH3:12], predict the reactants needed to synthesize it. The reactants are: Cl[C:2]1[N:7]=[CH:6][C:5]([CH2:8][C:9]([OH:11])=[O:10])=[CH:4][CH:3]=1.[CH3:12][CH2:13][O-:14].[Na+].[H-].[Na+].